This data is from Catalyst prediction with 721,799 reactions and 888 catalyst types from USPTO. The task is: Predict which catalyst facilitates the given reaction. (1) Reactant: [Br:1]N1C(=O)CCC1=O.C(OOC(=O)C1C=CC=CC=1)(=O)C1C=CC=CC=1.[C:27]([C:30]1[CH:35]=[CH:34][CH:33]=[CH:32][CH:31]=1)([CH3:29])=[CH2:28]. Product: [Br:1][CH2:28][C:27]([C:30]1[CH:35]=[CH:34][CH:33]=[CH:32][CH:31]=1)=[CH2:29]. The catalyst class is: 53. (2) Reactant: [NH2:1][C:2]1[C:11]2[C:6]3=[C:7]([C:12](=[O:16])[NH:13][C:14](=[O:15])[C:5]3=[CH:4][CH:3]=1)[CH:8]=[CH:9][CH:10]=2.[N:17]1[CH:22]=[CH:21][C:20]([CH:23]=O)=[CH:19][CH:18]=1.S(=O)(=O)(O)O.[OH-].[Na+]. Product: [N:17]1[CH:22]=[CH:21][C:20](/[CH:23]=[N:1]/[C:2]2[CH:3]=[CH:4][C:5]3[C:14](=[O:15])[NH:13][C:12](=[O:16])[C:7]4[C:6]=3[C:11]=2[CH:10]=[CH:9][CH:8]=4)=[CH:19][CH:18]=1. The catalyst class is: 15. (3) Reactant: C([O:3][C:4]1(OCC)[CH2:9][CH2:8][N:7]([C@H:10]([C:12]2[CH:17]=[CH:16][CH:15]=[CH:14][CH:13]=2)[CH3:11])[C@H:6]([CH2:18][N:19]2[C:23](=[O:24])[C:22]3=[CH:25][CH:26]=[CH:27][CH:28]=[C:21]3[C:20]2=[O:29])[CH2:5]1)C.C(=O)([O-])[O-].[Na+].[Na+]. Product: [O:3]=[C:4]1[CH2:9][CH2:8][N:7]([C@H:10]([C:12]2[CH:17]=[CH:16][CH:15]=[CH:14][CH:13]=2)[CH3:11])[C@H:6]([CH2:18][N:19]2[C:23](=[O:24])[C:22]3=[CH:25][CH:26]=[CH:27][CH:28]=[C:21]3[C:20]2=[O:29])[CH2:5]1. The catalyst class is: 574. (4) The catalyst class is: 519. Product: [Cl-:27].[C:24]([N+:1]1[C:22]([C:17]2[CH:18]=[CH:19][CH:20]=[CH:21][N:16]=2)=[C:15]([NH:14][CH:8]2[CH2:13][CH2:12][CH2:11][CH2:10][CH2:9]2)[N:3]2[CH:4]=[CH:5][CH:6]=[CH:7][C:2]=12)(=[O:26])[CH3:25]. Reactant: [NH2:1][C:2]1[CH:7]=[CH:6][CH:5]=[CH:4][N:3]=1.[CH:8]1([N+:14]#[C-:15])[CH2:13][CH2:12][CH2:11][CH2:10][CH2:9]1.[N:16]1[CH:21]=[CH:20][CH:19]=[CH:18][C:17]=1[CH:22]=O.[C:24]([Cl:27])(=[O:26])[CH3:25].